From a dataset of Merck oncology drug combination screen with 23,052 pairs across 39 cell lines. Regression. Given two drug SMILES strings and cell line genomic features, predict the synergy score measuring deviation from expected non-interaction effect. Drug 1: O=c1[nH]cc(F)c(=O)[nH]1. Drug 2: Cn1c(=O)n(-c2ccc(C(C)(C)C#N)cc2)c2c3cc(-c4cnc5ccccc5c4)ccc3ncc21. Cell line: UWB1289. Synergy scores: synergy=17.1.